Dataset: Forward reaction prediction with 1.9M reactions from USPTO patents (1976-2016). Task: Predict the product of the given reaction. Given the reactants [C:1](#[N:5])[CH2:2][C:3]#[N:4].[H-].[Na+].[CH2:8]=[C:9]1[O:13][C:11](=[O:12])[CH2:10]1.Cl, predict the reaction product. The product is: [NH2:4][C:3]1[O:13][C:9]([CH3:8])=[CH:10][C:11](=[O:12])[C:2]=1[C:1]#[N:5].